This data is from Experimentally validated miRNA-target interactions with 360,000+ pairs, plus equal number of negative samples. The task is: Binary Classification. Given a miRNA mature sequence and a target amino acid sequence, predict their likelihood of interaction. (1) The miRNA is hsa-miR-520h with sequence ACAAAGUGCUUCCCUUUAGAGU. The protein sequence of the target gene is MPVRKQDTQRALHLLEEYRSKLSQTEDRQLRSSIERVINIFQSNLFQALIDIQEFYEVTLLDNPKCIDRSKPSEPIQPVNTWEISSLPSSTVTSETLPSSLSPSVEKYRYQDEDTPPQEHISPQITNEVIGPELVHVSEKNLSEIENVHGFVSHSHISPIKPTEAVLPSPPTVPVIPVLPVPAENTVILPTIPQANPPPVLVNTDSLETPTYVNGTDADYEYEEITLERGNSGLGFSIAGGTDNPHIGDDSSIFITKIITGGAAAQDGRLRVNDCILRVNEVDVRDVTHSKAVEALKEAG.... Result: 0 (no interaction). (2) The miRNA is hsa-miR-519b-5p with sequence CUCUAGAGGGAAGCGCUUUCUG. Result: 0 (no interaction). The protein sequence of the target gene is MWRLLARASAPLLRVPLSDSWALLPASAGVKTLLPVPSFEDVSIPEKPKLRFIERAPLVPKVRREPKNLSDIRGPSTEATEFTEGNFAILALGGGYLHWGHFEMMRLTINRSMDPKNMFAIWRVPAPFKPITRKSVGHRMGGGKGAIDHYVTPVKAGRLVVEMGGRCEFEEVQGFLDQVAHKLPFAAKAVSRGTLEKMRKDQEERERNNQNPWTFERIATANMLGIRKVLSPYDLTHKGKYWGKFYMPKRV. (3) The miRNA is hsa-miR-7152-5p with sequence UUUCCUGUCCUCCAACCAGACC. The protein sequence of the target gene is MRGHPSLLLLYMALTTCLDTSPSEETDQEVFLGPPEAQSFLSSHTRIPRANHWDLELLTPGNLERECLEERCSWEEAREYFEDNTLTERFWESYIYNGKGGRGRVDVASLAVGLTGGILLIVLAGLGAFWYLRWRQHRGQQPCPQEAGLISPLSPLNPLGPPTPLPPPPPPPPGLPTYEQALAASGVHDAPPPPYTSLRRPH. Result: 0 (no interaction).